Predict the reactants needed to synthesize the given product. From a dataset of Full USPTO retrosynthesis dataset with 1.9M reactions from patents (1976-2016). Given the product [Cl:22][C:19]1[N:18]=[C:17]([Cl:23])[C:16]([CH:15]=[C:24]2[CH2:29][CH2:28][CH2:27][CH2:26][CH2:25]2)=[CH:21][N:20]=1, predict the reactants needed to synthesize it. The reactants are: C(OP(OC(C)C)OC(C)C)(C)C.Br[CH2:15][C:16]1[C:17]([Cl:23])=[N:18][C:19]([Cl:22])=[N:20][CH:21]=1.[C:24]1(=O)[CH2:29][CH2:28][CH2:27][CH2:26][CH2:25]1.[H-].[Na+].